From a dataset of Forward reaction prediction with 1.9M reactions from USPTO patents (1976-2016). Predict the product of the given reaction. The product is: [Cl:8][C:4]1[CH:5]=[CH:6][CH:7]=[C:2]([Cl:1])[C:3]=1[CH2:9][S:10]([C:13]1[CH:14]=[C:15]2[C:19](=[CH:20][CH:21]=1)[NH:18][C:17](=[O:22])/[C:16]/2=[CH:23]\[C:24]1[NH:28][C:27]([CH3:29])=[C:26]([C:30]([N:56]2[CH2:60][CH2:59][CH2:58][C@H:57]2[CH2:61][OH:62])=[O:31])[C:25]=1[CH3:33])(=[O:12])=[O:11]. Given the reactants [Cl:1][C:2]1[CH:7]=[CH:6][CH:5]=[C:4]([Cl:8])[C:3]=1[CH2:9][S:10]([C:13]1[CH:14]=[C:15]2[C:19](=[CH:20][CH:21]=1)[NH:18][C:17](=[O:22])/[C:16]/2=[CH:23]\[C:24]1[NH:28][C:27]([CH3:29])=[C:26]([C:30](O)=[O:31])[C:25]=1[CH3:33])(=[O:12])=[O:11].C1C=CC2N(O)N=NC=2C=1.CCN=C=NCCCN(C)C.Cl.[NH:56]1[CH2:60][CH2:59][CH2:58][C@@H:57]1[CH2:61][OH:62], predict the reaction product.